This data is from Full USPTO retrosynthesis dataset with 1.9M reactions from patents (1976-2016). The task is: Predict the reactants needed to synthesize the given product. (1) Given the product [F:1][C:2]1[CH:26]=[C:25]([O:27][C:28]([F:30])([F:29])[F:31])[CH:24]=[CH:23][C:3]=1[CH2:4][NH:5][C:6]1[C:7]([NH2:20])=[CH:8][CH:9]=[C:10]([O:12][CH2:13][C:14]2[CH:18]=[CH:17][N:16]([CH3:19])[N:15]=2)[CH:11]=1, predict the reactants needed to synthesize it. The reactants are: [F:1][C:2]1[CH:26]=[C:25]([O:27][C:28]([F:31])([F:30])[F:29])[CH:24]=[CH:23][C:3]=1[CH2:4][NH:5][C:6]1[CH:11]=[C:10]([O:12][CH2:13][C:14]2[CH:18]=[CH:17][N:16]([CH3:19])[N:15]=2)[CH:9]=[CH:8][C:7]=1[N+:20]([O-])=O.N#N. (2) Given the product [N:25]1[C:26]2[C:27](=[N:28][CH:29]=[CH:30][CH:31]=2)[NH:32][C:24]=1[N:1]1[C:9]2[C:4](=[CH:5][C:6]([N:10]3[C:14]4=[N:15][CH:16]=[CH:17][CH:18]=[C:13]4[N:12]([CH:19]([CH3:20])[CH3:21])[C:11]3=[O:22])=[CH:7][CH:8]=2)[CH2:3][CH2:2]1, predict the reactants needed to synthesize it. The reactants are: [NH:1]1[C:9]2[C:4](=[CH:5][C:6]([N:10]3[C:14]4=[N:15][CH:16]=[CH:17][CH:18]=[C:13]4[N:12]([CH:19]([CH3:21])[CH3:20])[C:11]3=[O:22])=[CH:7][CH:8]=2)[CH2:3][CH2:2]1.Cl[C:24]1[NH:32][C:27]2=[N:28][CH:29]=[CH:30][CH:31]=[C:26]2[N:25]=1.C([O-])(O)=O.[Na+]. (3) Given the product [N:1]([C:2]1[C:10]([C:11]([F:12])([F:13])[F:14])=[CH:9][CH:8]=[CH:7][C:3]=1[C:4]([OH:6])=[O:5])=[N+:25]=[N-:26], predict the reactants needed to synthesize it. The reactants are: [NH2:1][C:2]1[C:10]([C:11]([F:14])([F:13])[F:12])=[CH:9][CH:8]=[CH:7][C:3]=1[C:4]([OH:6])=[O:5].Cl.N([O-])=O.[Na+].CC([O-])=O.[Na+].[N-:25]=[N+:26]=[N-].[Na+]. (4) Given the product [ClH:27].[CH2:1]([C:3]1[C:4]([NH:13][C@H:14]2[CH2:18][CH2:17][CH2:16][C@@H:15]2[NH2:19])=[N:5][CH:6]=[C:7]([C:9]([F:12])([F:10])[F:11])[N:8]=1)[CH3:2], predict the reactants needed to synthesize it. The reactants are: [CH2:1]([C:3]1[C:4]([NH:13][C@H:14]2[CH2:18][CH2:17][CH2:16][C@@H:15]2[NH:19]C(=O)OC(C)(C)C)=[N:5][CH:6]=[C:7]([C:9]([F:12])([F:11])[F:10])[N:8]=1)[CH3:2].[ClH:27].